Task: Predict the product of the given reaction.. Dataset: Forward reaction prediction with 1.9M reactions from USPTO patents (1976-2016) (1) Given the reactants [BH4-].[Na+].[CH3:3][C:4]1([C:11]([O:13][CH2:14][C:15]2[CH:20]=[CH:19][CH:18]=[CH:17][CH:16]=2)=[O:12])[C:9](=[O:10])[CH2:8][CH2:7][CH2:6][O:5]1, predict the reaction product. The product is: [OH:10][CH:9]1[CH2:8][CH2:7][CH2:6][O:5][C:4]1([CH3:3])[C:11]([O:13][CH2:14][C:15]1[CH:20]=[CH:19][CH:18]=[CH:17][CH:16]=1)=[O:12]. (2) Given the reactants C([O:8][N:9]1[C:15](=[O:16])[N:14]2[CH2:17][C@H:10]1[CH2:11][CH2:12][C@H:13]2[C:18]1[CH:22]=[C:21]([CH2:23][NH:24][C:25](=[O:31])[O:26][C:27]([CH3:30])([CH3:29])[CH3:28])[O:20][N:19]=1)C1C=CC=CC=1, predict the reaction product. The product is: [OH:8][N:9]1[C:15](=[O:16])[N:14]2[CH2:17][C@H:10]1[CH2:11][CH2:12][C@H:13]2[C:18]1[CH:22]=[C:21]([CH2:23][NH:24][C:25](=[O:31])[O:26][C:27]([CH3:29])([CH3:28])[CH3:30])[O:20][N:19]=1. (3) Given the reactants [S:1]1[CH:5]=[CH:4][C:3]([C:6]2[CH:11]=[CH:10][C:9]([CH:12]([CH3:15])[CH2:13][NH2:14])=[CH:8][CH:7]=2)=[CH:2]1.[N:16]1[CH:21]=[CH:20][CH:19]=[CH:18][C:17]=1[C:22](Cl)=[O:23], predict the reaction product. The product is: [S:1]1[CH:5]=[CH:4][C:3]([C:6]2[CH:11]=[CH:10][C:9]([CH:12]([CH3:15])[CH2:13][NH:14][C:22](=[O:23])[C:17]3[CH:18]=[CH:19][CH:20]=[CH:21][N:16]=3)=[CH:8][CH:7]=2)=[CH:2]1. (4) Given the reactants Br[CH2:2][C:3]1[CH:4]=[C:5]([CH:8]=[CH:9][CH:10]=1)[C:6]#[N:7].[NH:11]([C:19]([O:21]C(C)(C)C)=[O:20])[C:12]([O:14]C(C)(C)C)=[O:13].C(=O)([O-])[O-].[Cs+].[Cs+], predict the reaction product. The product is: [C:6]([C:5]1[CH:4]=[C:3]([CH2:2][N:11]([C:19]([OH:21])=[O:20])[C:12]([OH:14])=[O:13])[CH:10]=[CH:9][CH:8]=1)#[N:7]. (5) Given the reactants C(N1CCN([C@@H](CNC(=O)C2C=CC(OCC3C4C(=CC=CC=4)N=C(C)C=3)=CC=2)C(O)=[O:16])CC1)C1C=CC=CC=1.[CH2:41]([N:48]1[CH2:53][CH2:52][N:51]([C@H:54]([C:78](=[O:81])[NH:79]O)[CH2:55][NH:56][C:57](=[O:77])[C:58]2[CH:63]=[CH:62][C:61]([O:64][CH2:65][C:66]3[C:75]4[C:70](=[CH:71][CH:72]=[CH:73][CH:74]=4)[N:69]=[C:68]([CH3:76])[CH:67]=3)=[CH:60][CH:59]=2)[CH2:50][CH2:49]1)[C:42]1[CH:47]=[CH:46][CH:45]=[CH:44][CH:43]=1, predict the reaction product. The product is: [CH2:41]([N:48]1[CH2:53][CH2:52][N:51]([C@:54]([C:78](=[O:81])[NH2:79])([OH:16])[CH2:55][NH:56][C:57](=[O:77])[C:58]2[CH:63]=[CH:62][C:61]([O:64][CH2:65][C:66]3[C:75]4[C:70](=[CH:71][CH:72]=[CH:73][CH:74]=4)[N:69]=[C:68]([CH3:76])[CH:67]=3)=[CH:60][CH:59]=2)[CH2:50][CH2:49]1)[C:42]1[CH:47]=[CH:46][CH:45]=[CH:44][CH:43]=1. (6) Given the reactants [N:1]1([C:10]2[S:14][C:13]([C:15]([O:17]C)=O)=[C:12]([O:19][CH2:20][C:21]3[CH:26]=[CH:25][CH:24]=[CH:23][C:22]=3[CH3:27])[CH:11]=2)[C:5]2[CH:6]=[CH:7][CH:8]=[CH:9][C:4]=2[N:3]=[CH:2]1.[NH3:28], predict the reaction product. The product is: [N:1]1([C:10]2[S:14][C:13]([C:15]([NH2:28])=[O:17])=[C:12]([O:19][CH2:20][C:21]3[CH:26]=[CH:25][CH:24]=[CH:23][C:22]=3[CH3:27])[CH:11]=2)[C:5]2[CH:6]=[CH:7][CH:8]=[CH:9][C:4]=2[N:3]=[CH:2]1. (7) Given the reactants Cl[C:2]1S[C:4]([Cl:12])=[CH:5][C:6]=1[CH2:7][S:8]([Cl:11])(=[O:10])=[O:9].[Cl:13][C:14]1C=C(C(SC(=O)C)C)C=C(Cl)[CH:19]=1.Cl[C:28]1SC(Cl)=CC=1CSC(=O)C, predict the reaction product. The product is: [Cl:13][C:14]1[CH:2]=[C:6]([CH:7]([S:8]([Cl:11])(=[O:10])=[O:9])[CH3:28])[CH:5]=[C:4]([Cl:12])[CH:19]=1. (8) Given the reactants [OH:1][C:2]1[CH:21]=[C:20]([C:22]([F:25])([F:24])[F:23])[CH:19]=[CH:18][C:3]=1[NH:4][CH:5]1[CH2:10][CH2:9][N:8]([C:11]([O:13][C:14]([CH3:17])([CH3:16])[CH3:15])=[O:12])[CH2:7][CH2:6]1.[H-].[Na+].Br[CH2:29][C:30](OC)=[O:31].O, predict the reaction product. The product is: [O:31]=[C:30]1[N:4]([CH:5]2[CH2:10][CH2:9][N:8]([C:11]([O:13][C:14]([CH3:17])([CH3:16])[CH3:15])=[O:12])[CH2:7][CH2:6]2)[C:3]2[CH:18]=[CH:19][C:20]([C:22]([F:25])([F:23])[F:24])=[CH:21][C:2]=2[O:1][CH2:29]1. (9) Given the reactants [NH2:1][C:2]1[CH:3]=[CH:4][C:5]([O:12][CH:13]([C:20]2[CH:25]=[CH:24][C:23]([C:26]([F:29])([F:28])[F:27])=[CH:22][CH:21]=2)[C:14]2[CH:19]=[CH:18][CH:17]=[CH:16][CH:15]=2)=[C:6]([CH:11]=1)[C:7]([O:9][CH3:10])=[O:8].C(N(C(C)C)CC)(C)C.C1C(=O)N(OC(ON2C(=O)CCC2=O)=O)[C:41](=[O:42])C1.[NH2:57][C:58]1[CH:59]=[CH:60][C:61]([O:68][CH3:69])=[C:62]([C:64]([F:67])([F:66])[F:65])[CH:63]=1, predict the reaction product. The product is: [CH3:69][O:68][C:61]1[CH:60]=[CH:59][C:58]([NH:57][C:41]([NH:1][C:2]2[CH:3]=[CH:4][C:5]([O:12][CH:13]([C:14]3[CH:19]=[CH:18][CH:17]=[CH:16][CH:15]=3)[C:20]3[CH:21]=[CH:22][C:23]([C:26]([F:27])([F:28])[F:29])=[CH:24][CH:25]=3)=[C:6]([CH:11]=2)[C:7]([O:9][CH3:10])=[O:8])=[O:42])=[CH:63][C:62]=1[C:64]([F:66])([F:67])[F:65].